Dataset: Full USPTO retrosynthesis dataset with 1.9M reactions from patents (1976-2016). Task: Predict the reactants needed to synthesize the given product. (1) Given the product [OH:2][CH2:3][C:4]1[CH:9]=[CH:8][CH:7]=[CH:6][C:5]=1[CH2:10][C:11]#[N:12], predict the reactants needed to synthesize it. The reactants are: C[O:2][C:3](=O)[C:4]1[CH:9]=[CH:8][CH:7]=[CH:6][C:5]=1[CH2:10][C:11]#[N:12].[Li+].[BH4-]. (2) Given the product [OH:56][CH2:55][CH2:57][NH:58][C:19](=[O:21])[C:18]1[CH:22]=[CH:23][C:15]([NH:14][CH2:13][C:3]2[C:4]([C:7]3[CH:8]=[CH:9][CH:10]=[CH:11][CH:12]=3)=[N:5][O:6][C:2]=2[CH3:1])=[N:16][CH:17]=1, predict the reactants needed to synthesize it. The reactants are: [CH3:1][C:2]1[O:6][N:5]=[C:4]([C:7]2[CH:12]=[CH:11][CH:10]=[CH:9][CH:8]=2)[C:3]=1[CH2:13][NH:14][C:15]1[CH:23]=[CH:22][C:18]([C:19]([OH:21])=O)=[CH:17][N:16]=1.F[B-](F)(F)F.N1(OC(N(C)C)=[N+](C)C)C2C=CC=CC=2N=N1.C(N(CC)C(C)C)(C)C.[CH2:55]([CH2:57][NH2:58])[OH:56]. (3) Given the product [CH2:1]([O:8][C:9]([C:11]1[CH:20]=[CH:19][C:18]2[C:13](=[CH:14][CH:15]=[C:16]([NH:21][S:31]([C:30]([F:43])([F:42])[F:29])(=[O:33])=[O:32])[CH:17]=2)[CH:12]=1)=[O:10])[C:2]1[CH:3]=[CH:4][CH:5]=[CH:6][CH:7]=1, predict the reactants needed to synthesize it. The reactants are: [CH2:1]([O:8][C:9]([C:11]1[CH:20]=[CH:19][C:18]2[C:13](=[CH:14][CH:15]=[C:16]([NH2:21])[CH:17]=2)[CH:12]=1)=[O:10])[C:2]1[CH:7]=[CH:6][CH:5]=[CH:4][CH:3]=1.C(N(CC)CC)C.[F:29][C:30]([F:43])([F:42])[S:31](O[S:31]([C:30]([F:43])([F:42])[F:29])(=[O:33])=[O:32])(=[O:33])=[O:32]. (4) Given the product [NH2:1][C:2]1[C:3]([C:9]([O:11][CH3:12])=[O:10])=[N:4][C:5]([Br:20])=[C:6]([F:8])[CH:7]=1, predict the reactants needed to synthesize it. The reactants are: [NH2:1][C:2]1[C:3]([C:9]([O:11][CH3:12])=[O:10])=[N:4][CH:5]=[C:6]([F:8])[CH:7]=1.C1C(=O)N([Br:20])C(=O)C1. (5) Given the product [C:7]1([C:5]2[S:6][C:2]([NH:1][C:23]([NH:22][C:20](=[O:21])[C:19]([Cl:26])([Cl:25])[Cl:18])=[O:24])=[C:3]([C:13]([O:15][CH2:16][CH3:17])=[O:14])[N:4]=2)[CH:12]=[CH:11][CH:10]=[CH:9][CH:8]=1, predict the reactants needed to synthesize it. The reactants are: [NH2:1][C:2]1[S:6][C:5]([C:7]2[CH:12]=[CH:11][CH:10]=[CH:9][CH:8]=2)=[N:4][C:3]=1[C:13]([O:15][CH2:16][CH3:17])=[O:14].[Cl:18][C:19]([Cl:26])([Cl:25])[C:20]([N:22]=[C:23]=[O:24])=[O:21]. (6) Given the product [Cl:1][C:2]1[C:7](=[O:8])[N:6]([C:9]2[CH:10]=[C:11]([CH:15]=[CH:16][C:17]=2[CH3:18])[C:12]([N:44]([O:45][CH3:30])[CH3:43])=[O:13])[C:5]([CH3:19])=[N:4][C:3]=1[O:20][CH2:21][C:22]1[CH:27]=[CH:26][C:25]([F:28])=[CH:24][C:23]=1[F:29], predict the reactants needed to synthesize it. The reactants are: [Cl:1][C:2]1[C:7](=[O:8])[N:6]([C:9]2[CH:10]=[C:11]([CH:15]=[CH:16][C:17]=2[CH3:18])[C:12](O)=[O:13])[C:5]([CH3:19])=[N:4][C:3]=1[O:20][CH2:21][C:22]1[CH:27]=[CH:26][C:25]([F:28])=[CH:24][C:23]=1[F:29].[C:30](N1C=CN=C1)(N1C=CN=C1)=O.Cl.[CH3:43][N:44](C)[OH:45].C(N(CC)CC)C.